This data is from Forward reaction prediction with 1.9M reactions from USPTO patents (1976-2016). The task is: Predict the product of the given reaction. (1) Given the reactants [F:1][C:2]1([F:25])[CH2:7][CH2:6][N:5]([C:8]2[CH:13]=[C:12]([CH2:14][O:15][CH:16]3[CH2:21][CH2:20][CH2:19][CH2:18][O:17]3)[N:11]=[C:10](C(O)=O)[CH:9]=2)[CH2:4][CH2:3]1.C([N:28]([CH2:31]C)CC)C.[C:33]([OH:37])([CH3:36])([CH3:35])[CH3:34].C1(P(N=[N+]=[N-])(C2C=CC=CC=2)=[O:45])C=CC=CC=1, predict the reaction product. The product is: [C:33]([O:37][C:31](=[O:45])[NH:28][C:10]1[CH:9]=[C:8]([N:5]2[CH2:4][CH2:3][C:2]([F:1])([F:25])[CH2:7][CH2:6]2)[CH:13]=[C:12]([CH2:14][O:15][CH:16]2[CH2:21][CH2:20][CH2:19][CH2:18][O:17]2)[N:11]=1)([CH3:36])([CH3:35])[CH3:34]. (2) Given the reactants [CH2:1]([O:3][CH:4]1[CH2:13][CH2:12][C:7]2(OCC[O:8]2)[CH2:6][CH2:5]1)[CH3:2].C1(C)C=CC(S([O-])(=O)=O)=CC=1.[NH+]1C=CC=CC=1.CC(C)=O, predict the reaction product. The product is: [CH2:1]([O:3][CH:4]1[CH2:13][CH2:12][C:7](=[O:8])[CH2:6][CH2:5]1)[CH3:2]. (3) Given the reactants [CH3:1][O:2][C:3]1[CH:8]=[CH:7][C:6]([C:9]2[C:10]3[CH:11]=[CH:12][C:13]([Se:21][C:22]#[C:23][C:24]4[CH:33]=[CH:32][C:27]([C:28]([O:30]C)=[O:29])=[CH:26][CH:25]=4)=[CH:14][C:15]=3[C:16]([CH3:20])([CH3:19])[CH2:17][CH:18]=2)=[CH:5][CH:4]=1.[OH-].[Na+].Cl, predict the reaction product. The product is: [CH3:1][O:2][C:3]1[CH:4]=[CH:5][C:6]([C:9]2[C:10]3[CH:11]=[CH:12][C:13]([Se:21][C:22]#[C:23][C:24]4[CH:25]=[CH:26][C:27]([C:28]([OH:30])=[O:29])=[CH:32][CH:33]=4)=[CH:14][C:15]=3[C:16]([CH3:20])([CH3:19])[CH2:17][CH:18]=2)=[CH:7][CH:8]=1. (4) The product is: [C:16]([O:20][C:21]([NH:1][C:2]1[CH:10]=[CH:9][C:5]([C:6]([OH:8])=[O:7])=[C:4]([N+:11]([O-:13])=[O:12])[CH:3]=1)=[O:22])([CH3:19])([CH3:18])[CH3:17]. Given the reactants [NH2:1][C:2]1[CH:10]=[CH:9][C:5]([C:6]([OH:8])=[O:7])=[C:4]([N+:11]([O-:13])=[O:12])[CH:3]=1.[OH-].[Na+].[C:16]([O:20][C:21](O[C:21]([O:20][C:16]([CH3:19])([CH3:18])[CH3:17])=[O:22])=[O:22])([CH3:19])([CH3:18])[CH3:17], predict the reaction product. (5) Given the reactants [F:1][C:2]1[C:3]([OH:28])=[C:4]([NH:19][N:20]=[C:21]([CH3:27])[C:22]([O:24][CH2:25][CH3:26])=[O:23])[CH:5]=[CH:6][C:7]=1[O:8][C:9]1[CH:10]=[N:11][C:12]([S:15]([CH3:18])(=[O:17])=[O:16])=[CH:13][CH:14]=1.[CH3:29][S:30](Cl)(=[O:32])=[O:31], predict the reaction product. The product is: [F:1][C:2]1[C:3]([O:28][S:30]([CH3:29])(=[O:32])=[O:31])=[C:4]([NH:19][N:20]=[C:21]([CH3:27])[C:22]([O:24][CH2:25][CH3:26])=[O:23])[CH:5]=[CH:6][C:7]=1[O:8][C:9]1[CH:10]=[N:11][C:12]([S:15]([CH3:18])(=[O:16])=[O:17])=[CH:13][CH:14]=1. (6) Given the reactants [Cl:1][C:2]1[CH:10]=[CH:9][C:8]([Cl:11])=[CH:7][C:3]=1[C:4]([OH:6])=O.[NH2:12][C:13]1[CH:26]=[CH:25][C:16]([C:17]([C:19]2[CH:24]=[CH:23][CH:22]=[CH:21][CH:20]=2)=[O:18])=[CH:15][CH:14]=1.C(N(CC)CC)C, predict the reaction product. The product is: [C:17]([C:16]1[CH:15]=[CH:14][C:13]([NH:12][C:4](=[O:6])[C:3]2[CH:7]=[C:8]([Cl:11])[CH:9]=[CH:10][C:2]=2[Cl:1])=[CH:26][CH:25]=1)(=[O:18])[C:19]1[CH:20]=[CH:21][CH:22]=[CH:23][CH:24]=1. (7) Given the reactants ClN1[C:6](=[O:7])[CH2:5][CH2:4][C:3]1=[O:8].[N:9]1[CH:14]=[CH:13][CH:12]=[CH:11][CH:10]=1.[CH2:15]([OH:20])CCC=C.C(N([CH2:26][CH3:27])CC)C.[C:28]([O-:31])(O)=O.[Na+].O1CCC[CH2:34]1, predict the reaction product. The product is: [CH3:28][O:31][C:11]1[CH:12]=[C:13]([C:14]2[CH2:34][CH:3]([CH2:4][CH2:5][CH2:6][OH:7])[O:8][N:9]=2)[CH:26]=[CH:27][C:10]=1[O:20][CH3:15]. (8) The product is: [Br:19][C:5]1[C:6]([NH:8][C:9]2[CH:18]=[CH:17][CH:16]=[CH:15][C:10]=2[C:11]([NH:13][CH3:14])=[O:12])=[N:7][C:2]([NH:37][C:23]2[C:22]([O:21][CH3:20])=[CH:36][C:26]3[CH2:27][CH2:28][N:29]([CH2:32][CH2:33][O:34][CH3:35])[CH2:30][CH2:31][C:25]=3[CH:24]=2)=[N:3][CH:4]=1. Given the reactants Cl[C:2]1[N:7]=[C:6]([NH:8][C:9]2[CH:18]=[CH:17][CH:16]=[CH:15][C:10]=2[C:11]([NH:13][CH3:14])=[O:12])[C:5]([Br:19])=[CH:4][N:3]=1.[CH3:20][O:21][C:22]1[C:23]([NH2:37])=[CH:24][C:25]2[CH2:31][CH2:30][N:29]([CH2:32][CH2:33][O:34][CH3:35])[CH2:28][CH2:27][C:26]=2[CH:36]=1.Cl, predict the reaction product.